This data is from Forward reaction prediction with 1.9M reactions from USPTO patents (1976-2016). The task is: Predict the product of the given reaction. Given the reactants Br[C:2]1[CH:7]=[C:6]([CH3:8])[CH:5]=[C:4]([CH3:9])[C:3]=1[OH:10].[N:11]1[CH:16]=[CH:15][C:14](B(O)O)=[CH:13][CH:12]=1.C(=O)([O-])[O-].[Na+].[Na+].O, predict the reaction product. The product is: [CH3:9][C:4]1[CH:5]=[C:6]([CH3:8])[CH:7]=[C:2]([C:14]2[CH:15]=[CH:16][N:11]=[CH:12][CH:13]=2)[C:3]=1[OH:10].